Task: Predict the product of the given reaction.. Dataset: Forward reaction prediction with 1.9M reactions from USPTO patents (1976-2016) (1) Given the reactants [C:1]([C:3]1[CH:8]=[CH:7][C:6]([N:9]2[C@H:13]3[CH2:14][CH2:15][CH2:16][CH2:17][C@@H:12]3[N:11]([C:18]3[CH:28]=[CH:27][C:21]([C:22]([O:24]CC)=[O:23])=[C:20]([CH3:29])[CH:19]=3)[C:10]2=[O:30])=[CH:5][C:4]=1[C:31]([F:34])([F:33])[F:32])#[N:2].O.[OH-].[Li+], predict the reaction product. The product is: [C:1]([C:3]1[CH:8]=[CH:7][C:6]([N:9]2[C@H:13]3[CH2:14][CH2:15][CH2:16][CH2:17][C@@H:12]3[N:11]([C:18]3[CH:28]=[CH:27][C:21]([C:22]([OH:24])=[O:23])=[C:20]([CH3:29])[CH:19]=3)[C:10]2=[O:30])=[CH:5][C:4]=1[C:31]([F:33])([F:34])[F:32])#[N:2]. (2) Given the reactants [CH:1]1[C:6]([NH2:7])=[CH:5][C:4]2[C:8]([NH:10][NH:11][C:12](=[O:13])[C:3]=2[CH:2]=1)=[O:9].[F:14][C:15]([F:32])([F:31])[C:16]1[CH:17]=[C:18]([N:22]2[CH2:27][CH2:26][CH:25]([C:28](O)=[O:29])[CH2:24][CH2:23]2)[CH:19]=[CH:20][CH:21]=1, predict the reaction product. The product is: [O:13]=[C:12]1[C:3]2[C:4](=[CH:5][C:6]([NH:7][C:28]([CH:25]3[CH2:24][CH2:23][N:22]([C:18]4[CH:19]=[CH:20][CH:21]=[C:16]([C:15]([F:32])([F:14])[F:31])[CH:17]=4)[CH2:27][CH2:26]3)=[O:29])=[CH:1][CH:2]=2)[C:8](=[O:9])[NH:10][NH:11]1. (3) Given the reactants [Br-].[PH4+].[H-].[Na+].I[C:6]1[CH:7]=[C:8]([CH:11]=[C:12](OC)[C:13]=1OC)[CH:9]=O.[C:18](OCC)(=O)C.[CH3:24][CH2:25][CH2:26][CH2:27][CH2:28][CH3:29], predict the reaction product. The product is: [C:8]1(/[CH:9]=[CH:18]\[C:26]2[CH:25]=[CH:24][CH:29]=[CH:28][CH:27]=2)[CH:11]=[CH:12][CH:13]=[CH:6][CH:7]=1. (4) Given the reactants [CH2:1]([S:8]([NH:11][S:12]([CH:15]1[CH2:20][CH2:19][N:18](C=O)[CH2:17][CH2:16]1)(=[O:14])=[O:13])(=[O:10])=[O:9])[C:2]1[CH:7]=[CH:6][CH:5]=[CH:4][CH:3]=1.Cl, predict the reaction product. The product is: [CH2:1]([S:8]([NH:11][S:12]([CH:15]1[CH2:20][CH2:19][NH:18][CH2:17][CH2:16]1)(=[O:14])=[O:13])(=[O:9])=[O:10])[C:2]1[CH:3]=[CH:4][CH:5]=[CH:6][CH:7]=1.